This data is from Full USPTO retrosynthesis dataset with 1.9M reactions from patents (1976-2016). The task is: Predict the reactants needed to synthesize the given product. (1) Given the product [F:11][C:10]([F:13])([F:12])[C:7]1[CH:8]=[CH:9][C:2]2[S:14][C:15]([C:16]([O:18][CH2:19][C:20]3[CH:25]=[CH:24][CH:23]=[CH:22][CH:21]=3)=[O:17])=[CH:4][C:3]=2[CH:6]=1, predict the reactants needed to synthesize it. The reactants are: F[C:2]1[CH:9]=[CH:8][C:7]([C:10]([F:13])([F:12])[F:11])=[CH:6][C:3]=1[CH:4]=O.[SH:14][CH2:15][C:16]([O:18][CH2:19][C:20]1[CH:25]=[CH:24][CH:23]=[CH:22][CH:21]=1)=[O:17].C(=O)([O-])[O-].[K+].[K+].CN(C)C=O. (2) The reactants are: CC1(C)C(C)(C)OB([C:9]2[CH:10]=[CH:11][C:12]([C:15]3[CH:20]=[CH:19][C:18]([N:21]4[C:33]5[CH:32]=[CH:31][CH:30]=[CH:29][C:28]=5[C:27]5[C:22]4=[CH:23][CH:24]=[CH:25][CH:26]=5)=[CH:17][CH:16]=3)=[N:13][CH:14]=2)O1.Br[C:36]1[CH:37]=[CH:38][C:39]([C:42]2[N:46]([C:47]3[CH:52]=[CH:51][CH:50]=[CH:49][CH:48]=3)[C:45]3[CH:53]=[CH:54][CH:55]=[CH:56][C:44]=3[N:43]=2)=[N:40][CH:41]=1.C([O-])([O-])=O.[Na+].[Na+].O. Given the product [C:47]1([N:46]2[C:45]3[CH:53]=[CH:54][CH:55]=[CH:56][C:44]=3[N:43]=[C:42]2[C:39]2[N:40]=[CH:41][C:36]([C:9]3[CH:14]=[N:13][C:12]([C:15]4[CH:16]=[CH:17][C:18]([N:21]5[C:22]6[CH:23]=[CH:24][CH:25]=[CH:26][C:27]=6[C:28]6[C:33]5=[CH:32][CH:31]=[CH:30][CH:29]=6)=[CH:19][CH:20]=4)=[CH:11][CH:10]=3)=[CH:37][CH:38]=2)[CH:52]=[CH:51][CH:50]=[CH:49][CH:48]=1, predict the reactants needed to synthesize it.